The task is: Predict the reaction yield, written as a fraction of the theoretical maximum amount of product (1.0 means a 100% yield; for example, 0.34 means a 34% yield).. This data is from Reaction yield outcomes from USPTO patents with 853,638 reactions. The reactants are [NH:1]([CH2:5][CH2:6][OH:7])[CH2:2][CH2:3][OH:4].N1C=CC=CC=1.[CH3:14][O:15][C:16]1[CH:21]=[CH:20][C:19]([S:22](Cl)(=[O:24])=[O:23])=[CH:18][CH:17]=1.O. The catalyst is C(Cl)Cl. The product is [OH:4][CH2:3][CH2:2][N:1]([CH2:5][CH2:6][OH:7])[S:22]([C:19]1[CH:18]=[CH:17][C:16]([O:15][CH3:14])=[CH:21][CH:20]=1)(=[O:24])=[O:23]. The yield is 0.830.